This data is from Human liver microsome stability data. The task is: Regression/Classification. Given a drug SMILES string, predict its absorption, distribution, metabolism, or excretion properties. Task type varies by dataset: regression for continuous measurements (e.g., permeability, clearance, half-life) or binary classification for categorical outcomes (e.g., BBB penetration, CYP inhibition). Dataset: hlm. (1) The result is 1 (stable in human liver microsomes). The drug is COc1cc2c(N3CCN(C4CCCC4)CC3)nc(N(C)C)nc2cc1OCCCN1CCCC1. (2) The compound is [2H]c1c([2H])c([2H])c(-c2ccc([C@H](Cn3ccnc3)NC(=O)c3ccc(-c4nnc(-c5ccccc5)o4)cc3)c(Cl)c2)c([2H])c1[2H]. The result is 0 (unstable in human liver microsomes). (3) The drug is CC/C(=C(\c1ccccc1)c1ccc(OCCN(C)C)cc1)c1ccccc1. The result is 0 (unstable in human liver microsomes). (4) The drug is CCOC(=O)C=Cc1ccc(NC(=O)C2(NC(=O)c3ccc4c(C5CCCC5)c(-c5ncc(Cl)cn5)n(C)c4c3)CCC2)cc1OCC. The result is 0 (unstable in human liver microsomes). (5) The molecule is COc1ccc2nc(NC(=O)C(CC3CCCC3)c3ccc(S(=O)(=O)N4CCNCC4)cc3)sc2n1. The result is 1 (stable in human liver microsomes). (6) The molecule is CC(C)(C)C[C@@H]1N[C@@H](C(=O)N[C@H]2C[C@](C)(O)C2)[C@H](c2cccc(Cl)c2F)[C@]12C(=O)Nc1cc(Cl)ccc12. The result is 0 (unstable in human liver microsomes). (7) The molecule is Clc1ccc2c(NCCNCc3ccc(-c4ccnc(Cl)n4)s3)ccnc2c1. The result is 1 (stable in human liver microsomes).